Dataset: Catalyst prediction with 721,799 reactions and 888 catalyst types from USPTO. Task: Predict which catalyst facilitates the given reaction. (1) Reactant: [Cl:1][C:2]1[N:7]=[CH:6][C:5]([C:8]2([C:14]([OH:16])=O)[CH2:13][CH2:12][O:11][CH2:10][CH2:9]2)=[CH:4][CH:3]=1.[CH:17]([N:20](CC)C(C)C)(C)C.Cl.CN.C(=O)([O-])O.[Na+]. Product: [Cl:1][C:2]1[N:7]=[CH:6][C:5]([C:8]2([C:14]([NH:20][CH3:17])=[O:16])[CH2:13][CH2:12][O:11][CH2:10][CH2:9]2)=[CH:4][CH:3]=1. The catalyst class is: 9. (2) Reactant: Cl[S:2]([N:5]=[C:6]=[O:7])(=[O:4])=[O:3].[CH2:8]([OH:15])[C:9]1[CH:14]=[CH:13][CH:12]=[CH:11][CH:10]=1.Cl.[NH2:17][CH:18]([C:27](=[O:33])[N:28]1[CH2:32][CH2:31][CH2:30][CH2:29]1)[CH2:19][CH2:20][CH2:21]CS(N)(=O)=O.C([N:36](CC)CC)C. Product: [NH2:17][C@H:18]([C:27](=[O:33])[N:28]1[CH2:32][CH2:31][CH2:30][CH2:29]1)[CH2:19][CH2:20][CH2:21][NH:36][S:2]([NH:5][C:6]([O:15][CH2:8][C:9]1[CH:14]=[CH:13][CH:12]=[CH:11][CH:10]=1)=[O:7])(=[O:4])=[O:3]. The catalyst class is: 4. (3) Reactant: [N:1]1([C:7]2[CH:14]=[CH:13][C:12](N)=[CH:11][C:8]=2[C:9]#[N:10])[CH2:6][CH2:5][CH2:4][CH2:3][CH2:2]1.[ClH:16].N([O-])=O.[Na+].OS([O-])=O.[Na+].[Na+].[Cl-]. Product: [N:1]1([C:7]2[CH:14]=[CH:13][C:12]([Cl:16])=[CH:11][C:8]=2[C:9]#[N:10])[CH2:6][CH2:5][CH2:4][CH2:3][CH2:2]1. The catalyst class is: 6. (4) Reactant: [CH:1]([O:4][C:5]([N:7]1[CH2:12][CH2:11][CH:10]([CH:13]2[CH2:17][C:16]3[CH:18]=[C:19]([C:22]4[CH:27]=[CH:26][C:25]([C:28]([OH:30])=O)=[CH:24][CH:23]=4)[CH:20]=[CH:21][C:15]=3[O:14]2)[CH2:9][CH2:8]1)=[O:6])([CH3:3])[CH3:2].F[B-](F)(F)F.N1(OC(N(C)C)=[N+](C)C)C2C=CC=CC=2N=N1.[CH3:53][O:54][CH2:55][CH2:56][NH:57][CH3:58]. Product: [CH:1]([O:4][C:5]([N:7]1[CH2:12][CH2:11][CH:10]([CH:13]2[CH2:17][C:16]3[CH:18]=[C:19]([C:22]4[CH:27]=[CH:26][C:25]([C:28](=[O:30])[N:57]([CH2:56][CH2:55][O:54][CH3:53])[CH3:58])=[CH:24][CH:23]=4)[CH:20]=[CH:21][C:15]=3[O:14]2)[CH2:9][CH2:8]1)=[O:6])([CH3:3])[CH3:2]. The catalyst class is: 9. (5) Reactant: [F:1][C:2]1[CH:3]=[C:4]([CH:7]=[CH:8][C:9]=1B1OC(C)(C)C(C)(C)O1)[C:5]#[N:6].Br[C:20]1[CH:21]=[C:22]([CH:26]([CH:33]2[CH2:35][CH2:34]2)[NH:27][S:28]([CH2:31][CH3:32])(=[O:30])=[O:29])[CH:23]=[N:24][CH:25]=1.C([O-])([O-])=O.[Na+].[Na+]. Product: [C:5]([C:4]1[CH:7]=[CH:8][C:9]([C:20]2[CH:21]=[C:22]([CH:26]([CH:33]3[CH2:35][CH2:34]3)[NH:27][S:28]([CH2:31][CH3:32])(=[O:29])=[O:30])[CH:23]=[N:24][CH:25]=2)=[C:2]([F:1])[CH:3]=1)#[N:6]. The catalyst class is: 233. (6) Reactant: [F:1][C:2]1[C:3]([CH2:13][NH:14][C:15]2[CH:20]=[CH:19][C:18]([O:21][C:22]([F:25])([F:24])[F:23])=[C:17]([C:26]([F:29])([F:28])[F:27])[CH:16]=2)=[CH:4][C:5]2[O:9][C:8]([C:10]#[N:11])=[CH:7][C:6]=2[CH:12]=1.[NH4+].[Cl-].[N-:32]=[N+:33]=[N-:34].[Na+].Cl. Product: [F:1][C:2]1[C:3]([CH2:13][NH:14][C:15]2[CH:20]=[CH:19][C:18]([O:21][C:22]([F:23])([F:25])[F:24])=[C:17]([C:26]([F:29])([F:27])[F:28])[CH:16]=2)=[CH:4][C:5]2[O:9][C:8]([C:10]3[NH:34][N:33]=[N:32][N:11]=3)=[CH:7][C:6]=2[CH:12]=1. The catalyst class is: 31. (7) Reactant: Cl[C:2]1[N:3]=[N:4][CH:5]=[C:6]([C:14]2[CH:19]=[CH:18][C:17]([Cl:20])=[CH:16][CH:15]=2)[C:7]=1[C:8]1[CH:13]=[CH:12][N:11]=[CH:10][CH:9]=1.O.[NH2:22][NH2:23]. Product: [Cl:20][C:17]1[CH:18]=[CH:19][C:14]([C:6]2[C:7]([C:8]3[CH:13]=[CH:12][N:11]=[CH:10][CH:9]=3)=[C:2]([NH:22][NH2:23])[N:3]=[N:4][CH:5]=2)=[CH:15][CH:16]=1. The catalyst class is: 17. (8) Reactant: C(CN)O.C(=O)([O-])[O-].[K+].[K+].[C:11]1([C:17]2[CH:18]=[C:19]3[C:23](=[CH:24][C:25]=2[Cl:26])[N:22]([CH2:27][O:28][CH2:29][CH2:30][Si:31]([CH3:34])([CH3:33])[CH3:32])[N:21]=[C:20]3[NH:35]C(=O)CCC)[CH:16]=[CH:15][CH:14]=[CH:13][CH:12]=1. Product: [NH2:35][C:20]1[C:19]2[C:23](=[CH:24][C:25]([Cl:26])=[C:17]([C:11]3[CH:16]=[CH:15][CH:14]=[CH:13][CH:12]=3)[CH:18]=2)[N:22]([CH2:27][O:28][CH2:29][CH2:30][Si:31]([CH3:34])([CH3:33])[CH3:32])[N:21]=1. The catalyst class is: 9. (9) Reactant: CC(C)([O-])C.[K+].[C:7]([CH2:9]P(=O)(OCC)OCC)#[N:8].O=[CH:19][CH2:20][CH:21]1[CH2:26][CH2:25][N:24]([C:27]([O:29][C:30]([CH3:33])([CH3:32])[CH3:31])=[O:28])[CH2:23][CH2:22]1. Product: [C:7]([CH:9]=[CH:19][CH2:20][CH:21]1[CH2:26][CH2:25][N:24]([C:27]([O:29][C:30]([CH3:33])([CH3:32])[CH3:31])=[O:28])[CH2:23][CH2:22]1)#[N:8]. The catalyst class is: 7.